This data is from NCI-60 drug combinations with 297,098 pairs across 59 cell lines. The task is: Regression. Given two drug SMILES strings and cell line genomic features, predict the synergy score measuring deviation from expected non-interaction effect. (1) Drug 1: CCCCC(=O)OCC(=O)C1(CC(C2=C(C1)C(=C3C(=C2O)C(=O)C4=C(C3=O)C=CC=C4OC)O)OC5CC(C(C(O5)C)O)NC(=O)C(F)(F)F)O. Drug 2: CN1C2=C(C=C(C=C2)N(CCCl)CCCl)N=C1CCCC(=O)O.Cl. Cell line: 786-0. Synergy scores: CSS=11.7, Synergy_ZIP=-5.28, Synergy_Bliss=-10.5, Synergy_Loewe=-32.2, Synergy_HSA=-10.6. (2) Drug 1: CC1C(C(CC(O1)OC2CC(OC(C2O)C)OC3=CC4=CC5=C(C(=O)C(C(C5)C(C(=O)C(C(C)O)O)OC)OC6CC(C(C(O6)C)O)OC7CC(C(C(O7)C)O)OC8CC(C(C(O8)C)O)(C)O)C(=C4C(=C3C)O)O)O)O. Drug 2: CC12CCC3C(C1CCC2O)C(CC4=C3C=CC(=C4)O)CCCCCCCCCS(=O)CCCC(C(F)(F)F)(F)F. Cell line: HT29. Synergy scores: CSS=29.4, Synergy_ZIP=-0.849, Synergy_Bliss=-7.90, Synergy_Loewe=-33.4, Synergy_HSA=-6.44. (3) Drug 1: CC1C(C(CC(O1)OC2CC(CC3=C2C(=C4C(=C3O)C(=O)C5=C(C4=O)C(=CC=C5)OC)O)(C(=O)C)O)N)O.Cl. Drug 2: CN(CCCl)CCCl.Cl. Cell line: RPMI-8226. Synergy scores: CSS=38.9, Synergy_ZIP=1.79, Synergy_Bliss=7.45, Synergy_Loewe=-18.4, Synergy_HSA=4.37. (4) Drug 1: C(CC(=O)O)C(=O)CN.Cl. Drug 2: COCCOC1=C(C=C2C(=C1)C(=NC=N2)NC3=CC=CC(=C3)C#C)OCCOC.Cl. Cell line: M14. Synergy scores: CSS=-0.785, Synergy_ZIP=-2.42, Synergy_Bliss=-1.07, Synergy_Loewe=-3.30, Synergy_HSA=-3.36.